Dataset: Reaction yield outcomes from USPTO patents with 853,638 reactions. Task: Predict the reaction yield, written as a fraction of the theoretical maximum amount of product (1.0 means a 100% yield; for example, 0.34 means a 34% yield). The reactants are [Cl:1][C:2]1[CH:3]=[CH:4][C:5]([N:15]2[CH:19]=[C:18]([Cl:20])[N:17]=[N:16]2)=[C:6]([C:8]2[N:13]=[CH:12][N:11]=[C:10]([OH:14])[CH:9]=2)[CH:7]=1.C1C(=O)N([Br:28])C(=O)C1. The catalyst is CC#N. The product is [Br:28][C:9]1[C:10]([OH:14])=[N:11][CH:12]=[N:13][C:8]=1[C:6]1[CH:7]=[C:2]([Cl:1])[CH:3]=[CH:4][C:5]=1[N:15]1[CH:19]=[C:18]([Cl:20])[N:17]=[N:16]1. The yield is 0.930.